Dataset: Forward reaction prediction with 1.9M reactions from USPTO patents (1976-2016). Task: Predict the product of the given reaction. (1) Given the reactants [Br:1][C:2]1[CH:8]=[C:7]([F:9])[CH:6]=[C:5]([F:10])[C:3]=1[NH2:4].Cl[C:12]([O:14][CH2:15][CH3:16])=[O:13].C(OCC)(=O)C.CCCCCC, predict the reaction product. The product is: [Br:1][C:2]1[CH:8]=[C:7]([F:9])[CH:6]=[C:5]([F:10])[C:3]=1[NH:4][C:12]([O:14][CH2:15][CH3:16])=[O:13]. (2) The product is: [F:12][C:13]1[CH:14]=[C:15]([CH:33]=[CH:34][CH:35]=1)[CH2:16][NH:17][C:18]([NH:19][C:20]1[S:21][C:22]([CH:29]([CH3:31])[CH3:30])=[C:23]([CH2:25][OH:26])[N:24]=1)=[O:32]. Given the reactants [H-].[H-].[H-].[H-].[Li+].[Al+3].C1COCC1.[F:12][C:13]1[CH:14]=[C:15]([CH:33]=[CH:34][CH:35]=1)[CH2:16][NH:17][C:18](=[O:32])[NH:19][C:20]1[S:21][C:22]([CH:29]([CH3:31])[CH3:30])=[C:23]([C:25](OC)=[O:26])[N:24]=1.OS([O-])(=O)=O.[Na+], predict the reaction product. (3) Given the reactants [CH3:1][O:2][C:3]1[CH:22]=[CH:21][C:6]([CH2:7][NH:8][C:9]2[N:16]=[CH:15][CH:14]=[C:13]([C:17]([F:20])([F:19])[F:18])[C:10]=2[CH:11]=O)=[CH:5][CH:4]=1.[Cl:23][C:24]1[CH:25]=[C:26]2[C:31](=[CH:32][C:33]=1[NH2:34])[O:30][CH:29]([C:35]1[C:40]([F:41])=[CH:39][CH:38]=[CH:37][N:36]=1)[CH2:28][CH2:27]2.O.C1(C)C=CC(S(O)(=O)=O)=CC=1, predict the reaction product. The product is: [Cl:23][C:24]1[CH:25]=[C:26]2[C:31](=[CH:32][C:33]=1[NH:34][CH2:11][C:10]1[C:9]([NH:8][CH2:7][C:6]3[CH:21]=[CH:22][C:3]([O:2][CH3:1])=[CH:4][CH:5]=3)=[N:16][CH:15]=[CH:14][C:13]=1[C:17]([F:20])([F:19])[F:18])[O:30][CH:29]([C:35]1[C:40]([F:41])=[CH:39][CH:38]=[CH:37][N:36]=1)[CH2:28][CH2:27]2. (4) The product is: [NH2:38][CH2:39][CH2:40][C:41]([NH:1][C:2]1[CH:29]=[CH:28][C:5]([CH2:6][N:7]2[CH2:12][CH2:11][CH:10]([NH:13][C:14]([C:16]3[O:17][C:18]4[C:23]([C:24](=[O:26])[CH:25]=3)=[CH:22][CH:21]=[C:20]([F:27])[CH:19]=4)=[O:15])[CH2:9][CH2:8]2)=[CH:4][C:3]=1[F:30])=[O:42]. Given the reactants [NH2:1][C:2]1[CH:29]=[CH:28][C:5]([CH2:6][N:7]2[CH2:12][CH2:11][CH:10]([NH:13][C:14]([C:16]3[O:17][C:18]4[C:23]([C:24](=[O:26])[CH:25]=3)=[CH:22][CH:21]=[C:20]([F:27])[CH:19]=4)=[O:15])[CH2:9][CH2:8]2)=[CH:4][C:3]=1[F:30].C(OC([NH:38][CH2:39][CH2:40][C:41](O)=[O:42])=O)(C)(C)C.CCN=C=NCCCN(C)C.C1C=CC2N(O)N=NC=2C=1.CN1CCOCC1, predict the reaction product. (5) Given the reactants [C:1]1([C:7]2[CH:12]=[CH:11][CH:10]=[CH:9][CH:8]=2)[CH:6]=[CH:5][CH:4]=[CH:3][CH:2]=1.[Cl:13][C:14]1[CH:19]=[CH:18][C:17]([S:20](Cl)(=[O:22])=[O:21])=[CH:16][CH:15]=1.CO, predict the reaction product. The product is: [Cl:13][C:14]1[CH:19]=[CH:18][C:17]([S:20]([C:4]2[CH:5]=[CH:6][C:1]([C:7]3[CH:8]=[CH:9][CH:10]=[CH:11][CH:12]=3)=[CH:2][CH:3]=2)(=[O:22])=[O:21])=[CH:16][CH:15]=1. (6) The product is: [Cl:20][C:17]1[CH:18]=[CH:19][C:14]([C:8]2[CH:9]=[C:10]([CH:11]3[CH2:13][CH2:12]3)[N:5]3[N:4]=[CH:3][C:21]([C:22]([OH:24])=[O:23])=[C:6]3[N:7]=2)=[CH:15][CH:16]=1. Given the reactants C([C:3]1[C:21]([C:22]([OH:24])=[O:23])=[C:6]2[N:7]=[C:8]([C:14]3[CH:19]=[CH:18][C:17]([Cl:20])=[CH:16][CH:15]=3)[CH:9]=[C:10]([CH:11]3[CH2:13][CH2:12]3)[N:5]2[N:4]=1)C.[OH-].[Na+], predict the reaction product. (7) Given the reactants CS(O[CH2:6][C:7]1[N:12]=[CH:11][C:10]2[N:13]=[CH:14][N:15]([C:16]3[S:17][C:18]([C:34](=[O:36])[NH2:35])=[C:19]([O:21][C@@H:22]([C:24]4[CH:29]=[CH:28][CH:27]=[CH:26][C:25]=4[C:30]([F:33])([F:32])[F:31])[CH3:23])[CH:20]=3)[C:9]=2[CH:8]=1)(=O)=O.[C:37]([N:40]1[CH2:45][CH2:44][NH:43][CH2:42][CH2:41]1)(=[O:39])[CH3:38], predict the reaction product. The product is: [C:37]([N:40]1[CH2:45][CH2:44][N:43]([CH2:6][C:7]2[N:12]=[CH:11][C:10]3[N:13]=[CH:14][N:15]([C:16]4[S:17][C:18]([C:34]([NH2:35])=[O:36])=[C:19]([O:21][C@@H:22]([C:24]5[CH:29]=[CH:28][CH:27]=[CH:26][C:25]=5[C:30]([F:32])([F:33])[F:31])[CH3:23])[CH:20]=4)[C:9]=3[CH:8]=2)[CH2:42][CH2:41]1)(=[O:39])[CH3:38]. (8) Given the reactants Cl.[OH:2][C:3]1[CH:8]=[CH:7][C:6]([C:9]2[N:14]=[C:13]3[N:15]([CH2:19][CH:20]4[CH2:25][CH2:24][CH2:23][CH2:22][N:21]4[CH3:26])[C:16](=[O:18])[NH:17][C:12]3=[N:11][CH:10]=2)=[CH:5][CH:4]=1.BrC1N=C2N(CC3CCCCN3C)C(=O)NC2=NC=1.P([O-])([O-])([O-])=O.[K+].[K+].[K+], predict the reaction product. The product is: [OH:2][C:3]1[CH:4]=[CH:5][C:6]([C:9]2[N:14]=[C:13]3[N:15]([CH2:19][CH:20]4[CH2:25][CH2:24][CH2:23][CH2:22][N:21]4[CH3:26])[C:16](=[O:18])[NH:17][C:12]3=[N:11][CH:10]=2)=[CH:7][CH:8]=1. (9) Given the reactants N[C:2]1[CH:10]=[C:9]2[C:5]([C:6]([CH3:15])([CH3:14])[CH2:7][N:8]2[C:11](=[O:13])[CH3:12])=[CH:4][CH:3]=1.Cl.N([O-])=O.[Na+].[I-:21].[K+], predict the reaction product. The product is: [I:21][C:2]1[CH:10]=[C:9]2[C:5]([C:6]([CH3:15])([CH3:14])[CH2:7][N:8]2[C:11](=[O:13])[CH3:12])=[CH:4][CH:3]=1. (10) Given the reactants Cl[C:2]1[N:10]=[CH:9][N:8]=[C:7]2[C:3]=1[N:4]=[CH:5][N:6]2[C@H:11]1[C@@H:15]2[O:16][C:17]([CH3:20])([CH3:19])[O:18][C@@H:14]2[C@@H:13]([CH2:21][OH:22])[O:12]1.[CH2:23](O)C.[CH3:26][NH2:27], predict the reaction product. The product is: [CH3:26][N:27]([CH3:23])[C:2]1[N:10]=[CH:9][N:8]=[C:7]2[C:3]=1[N:4]=[CH:5][N:6]2[C@H:11]1[C@@H:15]2[O:16][C:17]([CH3:20])([CH3:19])[O:18][C@@H:14]2[C@@H:13]([CH2:21][OH:22])[O:12]1.